Dataset: Catalyst prediction with 721,799 reactions and 888 catalyst types from USPTO. Task: Predict which catalyst facilitates the given reaction. (1) Reactant: [NH2:1][CH2:2][C:3]1[CH:4]=[CH:5][C:6]([CH2:11][N:12]([CH2:23][C:24]2[C:29]([CH3:30])=[CH:28][CH:27]=[CH:26][N:25]=2)[C@@H:13]2[C:22]3[C:17](=[CH:18][CH:19]=[CH:20]C=3)[CH2:16][CH2:15][CH2:14]2)=[C:7]([CH2:9][OH:10])[CH:8]=1.[C:31]1([C@H:37]([CH2:41][CH3:42])[C:38]([OH:40])=O)[CH:36]=[CH:35][CH:34]=[CH:33][CH:32]=1.CC[N:45]=C=NCCCN(C)C.C1C=CC2N(O)N=NC=2C=1.CCN(C(C)C)C(C)C. Product: [OH:10][CH2:9][C:7]1[CH:8]=[C:3]([CH:4]=[CH:5][C:6]=1[CH2:11][N:12]([CH2:23][C:24]1[C:29]([CH3:30])=[CH:28][CH:27]=[CH:26][N:25]=1)[CH:13]1[C:22]2[N:45]=[CH:20][CH:19]=[CH:18][C:17]=2[CH2:16][CH2:15][CH2:14]1)[CH2:2][NH:1][C:38](=[O:40])[CH:37]([C:31]1[CH:32]=[CH:33][CH:34]=[CH:35][CH:36]=1)[CH2:41][CH3:42]. The catalyst class is: 2. (2) Reactant: [Cl:1][C:2]1[CH:3]=[CH:4][CH:5]=[C:6]2[C:10]=1[N:9]([CH2:11][CH:12]1[CH2:17][CH2:16][O:15][CH2:14][CH2:13]1)[CH:8]=[C:7]2[C:18]#[N:19].C([N:23](CC)C(C)C)(C)C.Cl.NO. Product: [Cl:1][C:2]1[CH:3]=[CH:4][CH:5]=[C:6]2[C:10]=1[N:9]([CH2:11][CH:12]1[CH2:17][CH2:16][O:15][CH2:14][CH2:13]1)[CH:8]=[C:7]2[C:18]([NH2:23])=[NH:19]. The catalyst class is: 8. (3) Reactant: Br[CH:2]([C:4]1[CH:9]=[CH:8][C:7]([N+:10]([O-:12])=[O:11])=[CH:6][CH:5]=1)[CH3:3].C(=O)([O-])[O-].[K+].[K+].[NH:19]1[CH2:24][CH2:23][O:22][CH2:21][CH2:20]1. Product: [N+:10]([C:7]1[CH:8]=[CH:9][C:4]([CH:2]([N:19]2[CH2:24][CH2:23][O:22][CH2:21][CH2:20]2)[CH3:3])=[CH:5][CH:6]=1)([O-:12])=[O:11]. The catalyst class is: 3. (4) Reactant: O.C1(C)C=CC(S(O)(=O)=O)=CC=1.N1C=CC=CC=1.[CH3:19][C:20]([C:22]1[CH:30]=[CH:29][C:27](O)=[C:24]([O:25][CH3:26])[CH:23]=1)=[O:21].[O:31]1[CH:36]=[CH:35][CH2:34][CH2:33][CH2:32]1. Product: [CH3:26][O:25][C:24]1[CH:23]=[C:22]([C:20](=[O:21])[CH3:19])[CH:30]=[CH:29][C:27]=1[CH:32]1[CH2:33][CH2:34][CH2:35][CH2:36][O:31]1. The catalyst class is: 2. (5) Reactant: [F:1][C:2]1[CH:3]=[C:4]2[C:8](=[CH:9][CH:10]=1)[NH:7][C:6](=[O:11])[CH2:5]2.C[Si]([N-][Si](C)(C)C)(C)C.[Li+].[C:22]1([CH:28]2[C:32]3[S:33][CH:34]=[CH:35][C:31]=3[C:30](=O)[O:29]2)[CH:27]=[CH:26][CH:25]=[CH:24][CH:23]=1.Cl. Product: [F:1][C:2]1[CH:3]=[C:4]2[C:8](=[CH:9][CH:10]=1)[NH:7][C:6](=[O:11])[C:5]2=[C:30]1[O:29][CH:28]([C:22]2[CH:27]=[CH:26][CH:25]=[CH:24][CH:23]=2)[C:32]2[S:33][CH:34]=[CH:35][C:31]1=2. The catalyst class is: 1. (6) Reactant: [OH:1][C:2]1[CH:7]=[CH:6][C:5]([C:8]([C:11]2[CH:22]=[CH:21][C:14]([O:15][CH2:16][C@H:17]([OH:20])[CH2:18][OH:19])=[CH:13][CH:12]=2)([CH3:10])[CH3:9])=[CH:4][CH:3]=1.C(=O)([O-])[O-].[Cs+].[Cs+].CC1C=CC(S(O[CH2:40][C@@H:41]2[O:43][CH2:42]2)(=O)=O)=CC=1. Product: [O:43]1[CH2:42][C@@H:41]1[CH2:40][O:1][C:2]1[CH:3]=[CH:4][C:5]([C:8]([C:11]2[CH:12]=[CH:13][C:14]([O:15][CH2:16][C@H:17]([OH:20])[CH2:18][OH:19])=[CH:21][CH:22]=2)([CH3:9])[CH3:10])=[CH:6][CH:7]=1. The catalyst class is: 10. (7) Reactant: [Cl:1][C:2]1[CH:3]=[C:4]([NH:9][CH:10]([CH3:14])[C:11](O)=[O:12])[CH:5]=[CH:6][C:7]=1[Cl:8]. Product: [Cl:1][C:2]1[CH:3]=[C:4]([NH:9][CH:10]([CH3:14])[CH2:11][OH:12])[CH:5]=[CH:6][C:7]=1[Cl:8]. The catalyst class is: 1. (8) Reactant: [NH2:1][C:2]1[C:3]([Cl:8])=[N:4][CH:5]=[CH:6][CH:7]=1.C[Si]([N-][Si](C)(C)C)(C)C.[Na+].[O:19](C(OC(C)(C)C)=O)[C:20]([O:22][C:23]([CH3:26])([CH3:25])[CH3:24])=O.Cl. Product: [C:23]([O:22][C:20](=[O:19])[NH:1][C:2]1[C:3]([Cl:8])=[N:4][CH:5]=[CH:6][CH:7]=1)([CH3:26])([CH3:25])[CH3:24]. The catalyst class is: 1. (9) Reactant: [C:1]1([N:7]2[C:12](=[O:13])[C:11]3[S:14][CH:15]=[C:16]([C:17]4[CH:22]=[CH:21][CH:20]=[CH:19][CH:18]=4)[C:10]=3[N:9]=[CH:8]2)[CH:6]=[CH:5][CH:4]=[CH:3][CH:2]=1.NC1C(C2C=CC=CC=2)=CSC=1C(OC)=O.C(OCC)(OCC)OCC.C1(N)CCCCC1. Product: [CH:1]1([N:7]2[C:12](=[O:13])[C:11]3[S:14][CH:15]=[C:16]([C:17]4[CH:18]=[CH:19][CH:20]=[CH:21][CH:22]=4)[C:10]=3[N:9]=[CH:8]2)[CH2:6][CH2:5][CH2:4][CH2:3][CH2:2]1. The catalyst class is: 15. (10) Reactant: [OH:1][C:2]1[CH:11]=[CH:10][C:5]([C:6]([O:8][CH3:9])=[O:7])=[CH:4][N:3]=1.[H-].[Na+].FS([C:18](C(O)=O)([F:20])[F:19])(=O)=O.O. Product: [F:19][CH:18]([F:20])[O:1][C:2]1[CH:11]=[CH:10][C:5]([C:6]([O:8][CH3:9])=[O:7])=[CH:4][N:3]=1. The catalyst class is: 23.